Dataset: Forward reaction prediction with 1.9M reactions from USPTO patents (1976-2016). Task: Predict the product of the given reaction. (1) Given the reactants [F:1][C:2]1[CH:3]=[CH:4][C:5]2[O:9][C:8]([CH3:10])=[N:7][C:6]=2[CH:11]=1.S(=O)(=O)(O)O.[N+:17]([O-])([OH:19])=[O:18], predict the reaction product. The product is: [F:1][C:2]1[C:3]([N+:17]([O-:19])=[O:18])=[CH:4][C:5]2[O:9][C:8]([CH3:10])=[N:7][C:6]=2[CH:11]=1. (2) The product is: [O-:44][N+:1]1[CH:6]=[CH:5][CH:4]=[C:3]([CH2:7][NH:8][C:9]([C:11]2[CH:38]=[CH:37][C:14]3[N:15]([C:18]4[CH:23]=[CH:22][C:21]([O:24][CH2:25][C:26]5[CH:31]=[CH:30][C:29]([O:32][C:33]([F:36])([F:34])[F:35])=[CH:28][CH:27]=5)=[CH:20][CH:19]=4)[CH:16]=[N:17][C:13]=3[CH:12]=2)=[O:10])[CH:2]=1. Given the reactants [N:1]1[CH:6]=[CH:5][CH:4]=[C:3]([CH2:7][NH:8][C:9]([C:11]2[CH:38]=[CH:37][C:14]3[N:15]([C:18]4[CH:23]=[CH:22][C:21]([O:24][CH2:25][C:26]5[CH:31]=[CH:30][C:29]([O:32][C:33]([F:36])([F:35])[F:34])=[CH:28][CH:27]=5)=[CH:20][CH:19]=4)[CH:16]=[N:17][C:13]=3[CH:12]=2)=[O:10])[CH:2]=1.ClC1C=C(C=CC=1)C(OO)=[O:44], predict the reaction product. (3) Given the reactants C[O:2][C:3]([C:5]1[S:9][C:8]2[C:10](Br)=[CH:11][CH:12]=[C:13]([O:14][CH3:15])[C:7]=2[CH:6]=1)=[O:4].C([O-])([O-])=O.[K+].[K+].[C:23]1(B(O)O)[CH:28]=[CH:27][CH:26]=[CH:25][CH:24]=1.C([O-])([O-])=O.[Na+].[Na+], predict the reaction product. The product is: [CH3:15][O:14][C:13]1[C:7]2[CH:6]=[C:5]([C:3]([OH:2])=[O:4])[S:9][C:8]=2[C:10]([C:23]2[CH:28]=[CH:27][CH:26]=[CH:25][CH:24]=2)=[CH:11][CH:12]=1. (4) Given the reactants [Cl:1][C:2]1[CH:3]=[C:4]([C:22]2[CH:27]=[CH:26][C:25]([C:28]([OH:30])=O)=[CH:24][CH:23]=2)[CH:5]=[C:6]([Cl:21])[C:7]=1[CH2:8][CH:9]1[CH2:13][CH2:12][N:11]([CH:14]2[CH2:19][CH2:18][CH2:17][CH2:16][CH2:15]2)[C:10]1=[O:20].[CH3:31][N:32]1[CH2:37][CH2:36][NH:35][CH2:34][CH2:33]1, predict the reaction product. The product is: [ClH:1].[CH:14]1([N:11]2[CH2:12][CH2:13][CH:9]([CH2:8][C:7]3[C:2]([Cl:1])=[CH:3][C:4]([C:22]4[CH:27]=[CH:26][C:25]([C:28]([N:35]5[CH2:36][CH2:37][N:32]([CH3:31])[CH2:33][CH2:34]5)=[O:30])=[CH:24][CH:23]=4)=[CH:5][C:6]=3[Cl:21])[C:10]2=[O:20])[CH2:15][CH2:16][CH2:17][CH2:18][CH2:19]1. (5) Given the reactants [F:1][C:2]1[CH:10]=[CH:9][CH:8]=[C:7]2[C:3]=1[CH2:4][C:5](=[CH2:12])[C:6]2=[O:11].[CH2:13]=[C:14]([O:17][Si](C)(C)C)[CH:15]=[CH2:16].B(F)(F)F.CCOCC, predict the reaction product. The product is: [F:1][C:2]1[CH:10]=[CH:9][CH:8]=[C:7]2[C:3]=1[CH2:4][C:5]1([CH2:16][CH2:15][C:14](=[O:17])[CH2:13][CH2:12]1)[C:6]2=[O:11].